Dataset: Reaction yield outcomes from USPTO patents with 853,638 reactions. Task: Predict the reaction yield, written as a fraction of the theoretical maximum amount of product (1.0 means a 100% yield; for example, 0.34 means a 34% yield). (1) The reactants are S(O)(O)(=O)=O.[C:6]([C:11]1[N:15]2[C:16]([CH2:20]Cl)=[CH:17][CH:18]=[CH:19][C:14]2=[N:13][CH:12]=1)([O:8]CC)=O.C1CCN2C(=NCCC2)CC1.[C:33]([O:37][C:38]([N:40]1[CH2:45][CH2:44][CH:43]([CH2:46][CH2:47][NH2:48])[CH2:42][CH2:41]1)=[O:39])([CH3:36])([CH3:35])[CH3:34].[I-].[Na+]. The catalyst is C(#N)C.C(N(CC)CC)C. The product is [C:33]([O:37][C:38]([N:40]1[CH2:45][CH2:44][CH:43]([CH2:46][CH2:47][N:48]2[CH2:20][C:16]3[N:15]4[C:11](=[CH:12][N:13]=[C:14]4[CH:19]=[CH:18][CH:17]=3)[C:6]2=[O:8])[CH2:42][CH2:41]1)=[O:39])([CH3:36])([CH3:35])[CH3:34]. The yield is 0.375. (2) The reactants are [F:1][C:2]1[CH:7]=[C:6]([CH3:8])[CH:5]=[CH:4][C:3]=1[NH:9][C:10]1[C:19]2[C:14](=[CH:15][C:16]([O:29][CH3:30])=[C:17]([C:20]3[CH2:21][CH2:22][N:23]([CH:26]([CH3:28])[CH3:27])[CH2:24][CH:25]=3)[CH:18]=2)[N:13]=[N:12][C:11]=1[C:31]([NH2:33])=[O:32].[ClH:34]. The catalyst is CO.[OH-].[OH-].[Pd+2].[C]. The product is [ClH:34].[F:1][C:2]1[CH:7]=[C:6]([CH3:8])[CH:5]=[CH:4][C:3]=1[NH:9][C:10]1[C:19]2[C:14](=[CH:15][C:16]([O:29][CH3:30])=[C:17]([CH:20]3[CH2:21][CH2:22][N:23]([CH:26]([CH3:28])[CH3:27])[CH2:24][CH2:25]3)[CH:18]=2)[N:13]=[N:12][C:11]=1[C:31]([NH2:33])=[O:32]. The yield is 0.860.